From a dataset of HIV replication inhibition screening data with 41,000+ compounds from the AIDS Antiviral Screen. Binary Classification. Given a drug SMILES string, predict its activity (active/inactive) in a high-throughput screening assay against a specified biological target. (1) The drug is CCOC(=O)CCC(NC(=O)c1ccc(CNc2nc3ccccc3nc2C(=O)OCC)cc1)C(=O)OCC. The result is 0 (inactive). (2) The drug is Cn1c2ccccc2c(=NNc2ccc(S(=O)(=O)NC(=N)N)cc2)c2ccccc21. The result is 0 (inactive). (3) The molecule is COc1ccc2[nH]c3c(C)c4ccnc(NCCCN(C)CCCNC(=O)NCCCN(C)CCCNc5nccc6c(C)c7[nH]c8ccc(OC)cc8c7c(C)c56)c4c(C)c3c2c1.O=C(O)C(F)(F)F. The result is 0 (inactive).